Task: Predict which catalyst facilitates the given reaction.. Dataset: Catalyst prediction with 721,799 reactions and 888 catalyst types from USPTO (1) Reactant: Br[C:2]1[N:10]2[C:5]([CH:6]=[N:7][C:8]([NH:11][C:12]3[CH:17]=[CH:16][C:15]([N:18]4[CH2:23][CH2:22][O:21][CH2:20][CH2:19]4)=[CH:14][CH:13]=3)=[N:9]2)=[CH:4][CH:3]=1.CC(C)([O-])C.[Na+].C(O)CO.CN(C)C=O.[N:39]1[CH:44]=[CH:43][C:42]([SH:45])=[CH:41][CH:40]=1. Product: [N:18]1([C:15]2[CH:16]=[CH:17][C:12]([NH:11][C:8]3[N:7]=[CH:6][C:5]4=[CH:4][CH:3]=[C:2]([S:45][C:42]5[CH:43]=[CH:44][N:39]=[CH:40][CH:41]=5)[N:10]4[N:9]=3)=[CH:13][CH:14]=2)[CH2:23][CH2:22][O:21][CH2:20][CH2:19]1. The catalyst class is: 205. (2) Reactant: [CH3:1][O:2][C:3]([CH:5]1[N:9]2[C:10](=[O:30])[C:11]([CH:28]=[O:29])=[C:12]([CH2:17][C:18]3[C:27]4[C:22](=[CH:23][CH:24]=[CH:25][CH:26]=4)[CH:21]=[CH:20][CH:19]=3)[C:13]([CH:14]3[CH2:16][CH2:15]3)=[C:8]2[S:7][CH2:6]1)=[O:4].CSC. Product: [CH3:1][O:2][C:3]([C@H:5]1[N:9]2[C:10](=[O:30])[C:11]([CH2:28][OH:29])=[C:12]([CH2:17][C:18]3[C:27]4[C:22](=[CH:23][CH:24]=[CH:25][CH:26]=4)[CH:21]=[CH:20][CH:19]=3)[C:13]([CH:14]3[CH2:16][CH2:15]3)=[C:8]2[S:7][CH2:6]1)=[O:4]. The catalyst class is: 7. (3) Reactant: Cl[C:2]1[N:3]=[C:4]([O:29][CH:30]2[CH2:33][CH2:32][CH2:31]2)[C:5]2[C:10]([C:11]3[CH:20]=[CH:19][C:14]([C:15]([NH:17][CH3:18])=[O:16])=[CH:13][CH:12]=3)=[CH:9][N:8]([CH2:21][O:22][CH2:23][CH2:24][Si:25]([CH3:28])([CH3:27])[CH3:26])[C:6]=2[N:7]=1.[NH2:34][C:35]1[CH:47]=[CH:46][C:38]([C:39]([NH:41][CH:42]2[CH2:45][O:44][CH2:43]2)=[O:40])=[CH:37][C:36]=1[O:48][CH3:49].C(=O)([O-])[O-].[Cs+].[Cs+].C1(P(C2C=CC=CC=2)C2C=CC3C(=CC=CC=3)C=2C2C3C(=CC=CC=3)C=CC=2P(C2C=CC=CC=2)C2C=CC=CC=2)C=CC=CC=1. Product: [CH:30]1([O:29][C:4]2[C:5]3[C:10]([C:11]4[CH:20]=[CH:19][C:14]([C:15](=[O:16])[NH:17][CH3:18])=[CH:13][CH:12]=4)=[CH:9][N:8]([CH2:21][O:22][CH2:23][CH2:24][Si:25]([CH3:28])([CH3:27])[CH3:26])[C:6]=3[N:7]=[C:2]([NH:34][C:35]3[CH:47]=[CH:46][C:38]([C:39]([NH:41][CH:42]4[CH2:43][O:44][CH2:45]4)=[O:40])=[CH:37][C:36]=3[O:48][CH3:49])[N:3]=2)[CH2:33][CH2:32][CH2:31]1. The catalyst class is: 160.